Dataset: Catalyst prediction with 721,799 reactions and 888 catalyst types from USPTO. Task: Predict which catalyst facilitates the given reaction. (1) Reactant: [CH2:1]([O:3][C:4](=[O:24])[CH2:5][C:6]1[CH:11]=[CH:10][C:9]([O:12][CH3:13])=[C:8]([O:14][C:15]2[CH:20]=[CH:19][C:18]([Cl:21])=[CH:17][C:16]=2[CH2:22]Br)[CH:7]=1)[CH3:2].[CH2:25]([SH:32])[C:26]1[CH:31]=[CH:30][CH:29]=[CH:28][CH:27]=1.[H-].[Na+]. Product: [CH2:1]([O:3][C:4](=[O:24])[CH2:5][C:6]1[CH:11]=[CH:10][C:9]([O:12][CH3:13])=[C:8]([O:14][C:15]2[CH:20]=[CH:19][C:18]([Cl:21])=[CH:17][C:16]=2[CH2:22][S:32][CH2:25][C:26]2[CH:31]=[CH:30][CH:29]=[CH:28][CH:27]=2)[CH:7]=1)[CH3:2]. The catalyst class is: 12. (2) Reactant: [NH2:1][C:2]1[CH:11]=[CH:10][C:5]([C:6]([O:8][CH3:9])=[O:7])=[CH:4][C:3]=1[N+:12]([O-:14])=[O:13].[OH-].[Na+].[C:17](=O)([O-])[O-].[K+].[K+].COS(=O)(=O)OC. Product: [CH3:17][NH:1][C:2]1[CH:11]=[CH:10][C:5]([C:6]([O:8][CH3:9])=[O:7])=[CH:4][C:3]=1[N+:12]([O-:14])=[O:13]. The catalyst class is: 596. (3) Reactant: C(O)[C@H]([C@H]([C@@H]([C@@H](CO)O)O)O)O.[CH:13]1[CH:14]=[N:15][C:16]2[C:21]([N:22]=1)=[CH:20][C:19]1[CH:23]3[CH2:28][NH:27][CH2:26][CH:25]([C:18]=1[CH:17]=2)[CH2:24]3.C(O)(C(O)=O)C(O)C(O)=O.COC([C@@H](NC([C@@H](N)CC(O)=O)=O)CC1C=CC=CC=1)=O. Product: [CH:14]1[CH:13]=[N:22][C:21]2[C:16]([N:15]=1)=[CH:17][C:18]1[CH:25]3[CH2:26][NH:27][CH2:28][CH:23]([C:19]=1[CH:20]=2)[CH2:24]3. The catalyst class is: 6. (4) Product: [CH:15]1([CH2:18][N:19]([CH2:20][CH:21]2[CH2:23][CH2:22]2)[C:2]2[N:7]=[C:6]3[N:8]([CH3:12])[C:9]([CH3:11])=[N:10][C:5]3=[CH:4][C:3]=2[C:13]#[N:14])[CH2:17][CH2:16]1. The catalyst class is: 3. Reactant: Cl[C:2]1[N:7]=[C:6]2[N:8]([CH3:12])[C:9]([CH3:11])=[N:10][C:5]2=[CH:4][C:3]=1[C:13]#[N:14].[CH:15]1([CH2:18][NH:19][CH2:20][CH:21]2[CH2:23][CH2:22]2)[CH2:17][CH2:16]1.C(=O)([O-])[O-].[K+].[K+].C(OCC)(=O)C. (5) Reactant: [CH2:1]([O:3][C:4]([C:6]1[N:11]=[CH:10][C:9]2[N:12]=[C:13]([C:15]3[CH:20]=[CH:19][CH:18]=[CH:17][CH:16]=3)[S:14][C:8]=2[C:7]=1[OH:21])=[O:5])[CH3:2].[Br:22]N1C(=O)CCC1=O. Product: [CH2:1]([O:3][C:4]([C:6]1[N:11]=[C:10]([Br:22])[C:9]2[N:12]=[C:13]([C:15]3[CH:16]=[CH:17][CH:18]=[CH:19][CH:20]=3)[S:14][C:8]=2[C:7]=1[OH:21])=[O:5])[CH3:2]. The catalyst class is: 340. (6) Reactant: [F:1][C:2]1([F:18])[CH2:17][C:6]2[S:7][C:8]([NH2:16])=[C:9]([C:10]3[S:14][N:13]=[C:12]([CH3:15])[N:11]=3)[C:5]=2[CH2:4][CH2:3]1.[CH:19]12[CH2:26][CH2:25][CH:22]([CH2:23][CH2:24]1)[C:21]1[C:27]([O:29][C:30](=[O:31])[C:20]2=1)=[O:28]. Product: [F:18][C:2]1([F:1])[CH2:17][C:6]2[S:7][C:8]([NH:16][C:30]([C:20]3[CH:19]4[CH2:26][CH2:25][CH:22]([CH2:23][CH2:24]4)[C:21]=3[C:27]([OH:29])=[O:28])=[O:31])=[C:9]([C:10]3[S:14][N:13]=[C:12]([CH3:15])[N:11]=3)[C:5]=2[CH2:4][CH2:3]1. The catalyst class is: 61.